Dataset: Full USPTO retrosynthesis dataset with 1.9M reactions from patents (1976-2016). Task: Predict the reactants needed to synthesize the given product. (1) Given the product [Cl:1][C:2]1[CH:3]=[CH:4][C:5]2[O:9][C:8]([CH:10]([NH:20][C:21]3[CH:22]=[CH:23][C:24]([C:27]([N:29]([CH3:37])[CH2:30][CH2:31][C:32]([OH:34])=[O:33])=[O:28])=[CH:25][CH:26]=3)[CH:11]3[CH2:16][CH2:15][CH2:14][CH2:13][CH2:12]3)=[C:7]([CH3:18])[C:6]=2[CH:19]=1, predict the reactants needed to synthesize it. The reactants are: [Cl:1][C:2]1[CH:3]=[CH:4][C:5]2[O:9][C:8]([CH:10](Cl)[CH:11]3[CH2:16][CH2:15][CH2:14][CH2:13][CH2:12]3)=[C:7]([CH3:18])[C:6]=2[CH:19]=1.[NH2:20][C:21]1[CH:26]=[CH:25][C:24]([C:27]([N:29]([CH3:37])[CH2:30][CH2:31][C:32]([O:34]CC)=[O:33])=[O:28])=[CH:23][CH:22]=1.[I-].[Na+].C(=O)([O-])[O-].[Na+].[Na+].Cl. (2) Given the product [NH2:25][C:5]([C:8]1[S:12][C:11]2[CH:13]=[CH:14][C:15]([CH2:17][CH2:18][CH2:19][CH2:20][CH2:21][CH2:22][CH2:23][CH3:24])=[CH:16][C:10]=2[CH:9]=1)([CH2:6][OH:7])[CH2:4][OH:3], predict the reactants needed to synthesize it. The reactants are: CC1(C)[O:7][CH2:6][C:5]([NH:25]C(=O)OC(C)(C)C)([C:8]2[S:12][C:11]3[CH:13]=[CH:14][C:15]([CH2:17][CH2:18][CH2:19][CH2:20][CH2:21][CH2:22][CH2:23][CH3:24])=[CH:16][C:10]=3[CH:9]=2)[CH2:4][O:3]1.IC1C=C(CCCCCCCC)C=CC=1S.ClC1C=C(C2ON=C(C3C=CC(O)=C(I)C=3)N=2)C=CC=1OCCC. (3) Given the product [CH2:1]([O:8][C:9](=[O:33])[CH2:10][CH2:11][C@H:12]([NH:25][C:26]([O:28][C:29]([CH3:31])([CH3:30])[CH3:32])=[O:27])[C:13](=[O:24])[NH:14][CH2:15][C:16]1[CH:17]=[CH:18][C:19]([C:22](=[NH:23])[NH:35][OH:36])=[CH:20][CH:21]=1)[C:2]1[CH:3]=[CH:4][CH:5]=[CH:6][CH:7]=1, predict the reactants needed to synthesize it. The reactants are: [CH2:1]([O:8][C:9](=[O:33])[CH2:10][CH2:11][C@H:12]([NH:25][C:26]([O:28][C:29]([CH3:32])([CH3:31])[CH3:30])=[O:27])[C:13](=[O:24])[NH:14][CH2:15][C:16]1[CH:21]=[CH:20][C:19]([C:22]#[N:23])=[CH:18][CH:17]=1)[C:2]1[CH:7]=[CH:6][CH:5]=[CH:4][CH:3]=1.Cl.[NH2:35][OH:36].CCN(C(C)C)C(C)C. (4) Given the product [CH2:5]([C:4]1[O:9][C:11]([C:12]([O:14][CH2:15][CH3:16])=[O:13])=[N:2][CH:3]=1)[CH2:6][CH2:7][CH3:8], predict the reactants needed to synthesize it. The reactants are: Cl.[NH2:2][CH2:3][C:4](=[O:9])[CH2:5][CH2:6][CH2:7][CH3:8].Cl[C:11](=O)[C:12]([O:14][CH2:15][CH3:16])=[O:13].C(N(C(C)C)CC)(C)C.P(Cl)(Cl)(Cl)=O.C(=O)(O)[O-].[Na+]. (5) Given the product [CH2:6]([O:5][C:3]([C:2]1[S:13][C:11]([NH:29][C:19]2[CH:20]=[CH:21][C:22]([N:23]3[CH:27]=[C:26]([CH3:28])[N:25]=[CH:24]3)=[C:17]([O:16][CH3:15])[CH:18]=2)=[N:12][C:8]=1[CH3:10])=[O:4])[CH3:7], predict the reactants needed to synthesize it. The reactants are: Cl[CH:2]([C:8]([CH3:10])=O)[C:3]([O:5][CH2:6][CH3:7])=[O:4].[C:11]([S-:13])#[N:12].[K+].[CH3:15][O:16][C:17]1[CH:18]=[C:19]([NH2:29])[CH:20]=[CH:21][C:22]=1[N:23]1[CH:27]=[C:26]([CH3:28])[N:25]=[CH:24]1. (6) Given the product [Cl:1][C:2]1[CH:3]=[CH:4][C:5]([CH2:8][C:9]([NH:12][C:13]2[CH:18]=[N:17][CH:16]=[C:15]([C:19]([C:21]3[C:25]4[CH:26]=[N:27][CH:28]=[C:29]([F:30])[C:24]=4[N:23]([CH:31]([CH3:34])[CH2:32][OH:33])[CH:22]=3)=[O:20])[CH:14]=2)=[O:11])=[N:6][CH:7]=1, predict the reactants needed to synthesize it. The reactants are: [Cl:1][C:2]1[CH:3]=[CH:4][C:5]([CH2:8][C:9]([OH:11])=O)=[N:6][CH:7]=1.[NH2:12][C:13]1[CH:14]=[C:15]([C:19]([C:21]2[C:25]3[CH:26]=[N:27][CH:28]=[C:29]([F:30])[C:24]=3[N:23]([CH:31]([CH3:34])[CH2:32][OH:33])[CH:22]=2)=[O:20])[CH:16]=[N:17][CH:18]=1. (7) Given the product [CH:1]([C:4]1[N:5]=[C:6]([C:9]([NH2:11])=[NH:10])[S:7][CH:8]=1)([CH3:3])[CH3:2], predict the reactants needed to synthesize it. The reactants are: [CH:1]1([C:4]2[N:5]=[C:6]([C:9]([NH2:11])=[NH:10])[S:7][CH:8]=2)[CH2:3][CH2:2]1.BrCC(=O)C(C)C.